From a dataset of Full USPTO retrosynthesis dataset with 1.9M reactions from patents (1976-2016). Predict the reactants needed to synthesize the given product. (1) Given the product [C:1]([O:5][C:6]([N:8]1[CH2:12][CH2:11][C@@H:10]([C:13](=[O:15])[N:17]([CH3:18])[CH3:16])[CH2:9]1)=[O:7])([CH3:4])([CH3:3])[CH3:2], predict the reactants needed to synthesize it. The reactants are: [C:1]([O:5][C:6]([N:8]1[CH2:12][CH2:11][C@@H:10]([C:13]([OH:15])=O)[CH2:9]1)=[O:7])([CH3:4])([CH3:3])[CH3:2].[CH3:16][NH:17][CH3:18]. (2) Given the product [F:24][C:21]1[N:20]=[CH:19][C:18]([C:5]2[CH:6]=[CH:7][CH:8]=[C:9]3[C:4]=2[N:3]=[C:2]([C:41]2[CH:40]=[CH:39][C:38]([NH:37][C:35](=[O:36])[NH:34][C:31]4[CH:30]=[CH:29][C:28]([C:27]([N:26]([CH3:54])[CH3:25])=[O:53])=[CH:33][CH:32]=4)=[CH:43][CH:42]=2)[N:11]=[C:10]3[N:12]2[CH2:17][CH2:16][O:15][CH2:14][CH2:13]2)=[CH:23][CH:22]=1, predict the reactants needed to synthesize it. The reactants are: Cl[C:2]1[N:11]=[C:10]([N:12]2[CH2:17][CH2:16][O:15][CH2:14][CH2:13]2)[C:9]2[C:4](=[C:5]([C:18]3[CH:19]=[N:20][C:21]([F:24])=[CH:22][CH:23]=3)[CH:6]=[CH:7][CH:8]=2)[N:3]=1.[CH3:25][N:26]([CH3:54])[C:27](=[O:53])[C:28]1[CH:33]=[CH:32][C:31]([NH:34][C:35]([NH:37][C:38]2[CH:43]=[CH:42][C:41](B3OC(C)(C)C(C)(C)O3)=[CH:40][CH:39]=2)=[O:36])=[CH:30][CH:29]=1.C(=O)([O-])[O-].[Cs+].[Cs+].CN(C=O)C. (3) The reactants are: Br[C:2]1[CH:3]=[C:4]([CH:27]=[CH:28][C:29]=1[CH3:30])[C:5]([NH:7][C:8]1[C:17]2[C:12](=[CH:13][CH:14]=[CH:15][CH:16]=2)[C:11]([O:18][CH2:19][CH2:20][N:21]2[CH2:26][CH2:25][O:24][CH2:23][CH2:22]2)=[CH:10][CH:9]=1)=[O:6].[NH:31]1[CH2:36][CH2:35][O:34][CH2:33][CH2:32]1. Given the product [CH3:30][C:29]1[CH:28]=[CH:27][C:4]([C:5]([NH:7][C:8]2[C:17]3[C:12](=[CH:13][CH:14]=[CH:15][CH:16]=3)[C:11]([O:18][CH2:19][CH2:20][N:21]3[CH2:26][CH2:25][O:24][CH2:23][CH2:22]3)=[CH:10][CH:9]=2)=[O:6])=[CH:3][C:2]=1[N:31]1[CH2:36][CH2:35][O:34][CH2:33][CH2:32]1, predict the reactants needed to synthesize it. (4) Given the product [CH2:1]([S:4][C@:5]1([C:28]2[CH:29]=[CH:30][C:31]([C:34]3[CH:39]=[CH:38][CH:37]=[CH:36][CH:35]=3)=[CH:32][CH:33]=2)[CH2:9][N:8]([C:10](=[O:24])[C@@H:11]([NH:16][C:17](=[O:18])[O:19][C:20]([CH3:23])([CH3:22])[CH3:21])[C:12]([CH3:13])([CH3:14])[CH3:15])[C@H:7]([C:25](=[O:26])[NH:40][C@:41]2([C:46](=[O:47])[NH:48][S:49]([CH:52]3[CH2:54][CH2:53]3)(=[O:51])=[O:50])[CH2:43][C@H:42]2[CH:44]=[CH2:45])[CH2:6]1)[CH:2]=[CH2:3], predict the reactants needed to synthesize it. The reactants are: [CH2:1]([S:4][C@:5]1([C:28]2[CH:33]=[CH:32][C:31]([C:34]3[CH:39]=[CH:38][CH:37]=[CH:36][CH:35]=3)=[CH:30][CH:29]=2)[CH2:9][N:8]([C:10](=[O:24])[C@@H:11]([NH:16][C:17]([O:19][C:20]([CH3:23])([CH3:22])[CH3:21])=[O:18])[C:12]([CH3:15])([CH3:14])[CH3:13])[C@H:7]([C:25](O)=[O:26])[CH2:6]1)[CH:2]=[CH2:3].[NH2:40][C@:41]1([C:46]([NH:48][S:49]([CH:52]2[CH2:54][CH2:53]2)(=[O:51])=[O:50])=[O:47])[CH2:43][C@H:42]1[CH:44]=[CH2:45].CC1C=CC(S(O)(=O)=O)=CC=1.CN(C(ON1N=NC2C=CC=NC1=2)=[N+](C)C)C.F[P-](F)(F)(F)(F)F.C(N(CC)C(C)C)(C)C. (5) Given the product [C:6]([NH2:8])(=[O:7])[C:5]1[CH:26]=[CH:27][CH:2]=[N:3][CH:4]=1, predict the reactants needed to synthesize it. The reactants are: Cl[C:2]1[CH:27]=[CH:26][C:5]([C:6]([NH:8]C2C=CC(Cl)=C(NC(=O)C3C=CC=C(Cl)C=3)C=2)=[O:7])=[CH:4][N:3]=1.C(N1CCNCC1)(=O)C. (6) Given the product [C:24]([O:23][C:21]([N:3]1[CH2:2][CH2:1][C:7]2[CH:8]=[CH:9][C:10]([C:12]([OH:14])=[O:13])=[CH:11][C:6]=2[CH2:5][CH2:4]1)=[O:22])([CH3:27])([CH3:26])[CH3:25], predict the reactants needed to synthesize it. The reactants are: [CH2:1]1[C:7]2[CH:8]=[CH:9][C:10]([C:12]([OH:14])=[O:13])=[CH:11][C:6]=2[CH2:5][CH2:4][NH:3][CH2:2]1.O.O1CCCC1.[C:21](O[C:21]([O:23][C:24]([CH3:27])([CH3:26])[CH3:25])=[O:22])([O:23][C:24]([CH3:27])([CH3:26])[CH3:25])=[O:22]. (7) Given the product [C:1]([O:5][C@@H:6]([C:10]1[C:37]([CH3:38])=[N:36][C:35]2=[CH:39][C:32]3=[N:33][N:34]2[C:11]=1[N:12]1[CH2:13][CH2:14][C:15]([CH3:44])([O:16][CH2:17][CH2:18][CH2:19][CH2:20][C@H:21]([CH3:41])[O:22][C:23]2[CH:24]=[C:25]([CH3:40])[CH:26]=[CH:27][C:28]=2[CH2:29][O:30][CH2:31]3)[CH2:42][CH2:43]1)[C:7]([OH:9])=[O:8])([CH3:4])([CH3:2])[CH3:3], predict the reactants needed to synthesize it. The reactants are: [C:1]([O:5][C@@H:6]([C:10]1[C:37]([CH3:38])=[N:36][C:35]2=[CH:39][C:32]3=[N:33][N:34]2[C:11]=1[N:12]1[CH2:43][CH2:42][C:15]([CH3:44])([O:16][CH2:17][CH2:18][CH2:19][CH2:20][C@H:21]([CH3:41])[O:22][C:23]2[CH:24]=[C:25]([CH3:40])[CH:26]=[CH:27][C:28]=2[CH2:29][O:30][CH2:31]3)[CH2:14][CH2:13]1)[C:7]([O-:9])=[O:8])([CH3:4])([CH3:3])[CH3:2].[OH-].[Na+].Cl. (8) Given the product [CH3:36][C:28]1[CH:29]=[C:30]([C:31]([N:13]2[C:7]3[CH:6]=[C:5]([C:3]([O:2][CH3:1])=[O:4])[CH:18]=[CH:17][C:8]=3[CH2:9][N:10]3[CH:16]=[CH:15][CH:14]=[C:11]3[CH2:12]2)=[O:32])[CH:34]=[CH:35][C:27]=1[C:22]1[CH:23]=[CH:24][CH:25]=[CH:26][C:21]=1[C:20]([F:19])([F:37])[F:38], predict the reactants needed to synthesize it. The reactants are: [CH3:1][O:2][C:3]([C:5]1[CH:18]=[CH:17][C:8]2[CH2:9][N:10]3[CH:16]=[CH:15][CH:14]=[C:11]3[CH2:12][NH:13][C:7]=2[CH:6]=1)=[O:4].[F:19][C:20]([F:38])([F:37])[C:21]1[CH:26]=[CH:25][CH:24]=[CH:23][C:22]=1[C:27]1[CH:35]=[CH:34][C:30]([C:31](Cl)=[O:32])=[CH:29][C:28]=1[CH3:36].C(N(CC)CC)C. (9) Given the product [Si:15]([O:6][C:7]1[CH:14]=[CH:13][C:10]([CH:11]=[O:12])=[CH:9][CH:8]=1)([C:28]([CH3:31])([CH3:30])[CH3:29])([C:22]1[CH:23]=[CH:24][CH:25]=[CH:26][CH:27]=1)[C:16]1[CH:21]=[CH:20][CH:19]=[CH:18][CH:17]=1, predict the reactants needed to synthesize it. The reactants are: N1C=CN=C1.[OH:6][C:7]1[CH:14]=[CH:13][C:10]([CH:11]=[O:12])=[CH:9][CH:8]=1.[Si:15](Cl)([C:28]([CH3:31])([CH3:30])[CH3:29])([C:22]1[CH:27]=[CH:26][CH:25]=[CH:24][CH:23]=1)[C:16]1[CH:21]=[CH:20][CH:19]=[CH:18][CH:17]=1.O.